This data is from Catalyst prediction with 721,799 reactions and 888 catalyst types from USPTO. The task is: Predict which catalyst facilitates the given reaction. (1) Reactant: C(NC(C)C)(C)C.C([Li])CCC.[F:13][C:14]1[CH:19]=[CH:18][C:17]([CH:20]2[C:28]3[C:23](=[CH:24][C:25]([C:29]#[N:30])=[CH:26][CH:27]=3)[CH2:22][O:21]2)=[CH:16][CH:15]=1.[CH3:31][N:32]([CH3:37])[CH2:33][CH2:34][CH2:35]Cl. Product: [CH3:31][N:32]([CH2:33][CH2:34][CH2:35][C:20]1([C:17]2[CH:18]=[CH:19][C:14]([F:13])=[CH:15][CH:16]=2)[O:21][CH2:22][C:23]2[CH:24]=[C:25]([C:29]#[N:30])[CH:26]=[CH:27][C:28]1=2)[CH3:37]. The catalyst class is: 30. (2) Reactant: [Cl:1][C:2]1[CH:3]=[CH:4][C:5]([OH:23])=[C:6]([CH:22]=1)[C:7]([NH:9][C@H:10]([C:12]1[CH:21]=[CH:20][C:15]([C:16]([O:18][CH3:19])=[O:17])=[CH:14][CH:13]=1)[CH3:11])=[O:8].[F:24][C:25]1[CH:30]=[CH:29][CH:28]=[C:27]([F:31])[C:26]=1[CH2:32][CH2:33]O.C1(P(C2C=CC=CC=2)C2C=CC=CC=2)C=CC=CC=1.N(C(OC(C)(C)C)=O)=NC(OC(C)(C)C)=O. Product: [Cl:1][C:2]1[CH:3]=[CH:4][C:5]([O:23][CH2:33][CH2:32][C:26]2[C:25]([F:24])=[CH:30][CH:29]=[CH:28][C:27]=2[F:31])=[C:6]([CH:22]=1)[C:7]([NH:9][C@H:10]([C:12]1[CH:21]=[CH:20][C:15]([C:16]([O:18][CH3:19])=[O:17])=[CH:14][CH:13]=1)[CH3:11])=[O:8]. The catalyst class is: 7. (3) Reactant: Br[CH:2]([CH3:18])[CH2:3][N:4]([N:13]1[CH:17]=[N:16][N:15]=[CH:14]1)[C:5]1[CH:12]=[CH:11][C:8]([C:9]#[N:10])=[CH:7][CH:6]=1.[OH:19][C:20]1[CH:25]=[CH:24][C:23]([SH:26])=[CH:22][CH:21]=1.C(=O)([O-])[O-].[K+].[K+].C(OCC)(=O)C. Product: [OH:19][C:20]1[CH:25]=[CH:24][C:23]([S:26][CH2:18][CH2:2][CH2:3][N:4]([N:13]2[CH:17]=[N:16][N:15]=[CH:14]2)[C:5]2[CH:12]=[CH:11][C:8]([C:9]#[N:10])=[CH:7][CH:6]=2)=[CH:22][CH:21]=1. The catalyst class is: 18. (4) Reactant: [CH3:1][C:2]1[CH:11]=[CH:10][C:5]([C:6](OC)=[O:7])=[CH:4][N:3]=1.[H-].[Al+3].[Li+].[H-].[H-].[H-].C(OCC)(=O)C. Product: [CH3:1][C:2]1[CH:11]=[CH:10][C:5]([CH:6]=[O:7])=[CH:4][N:3]=1. The catalyst class is: 1. (5) Reactant: [Cl:1][C:2]1[CH:3]=[C:4]([NH2:9])[CH:5]=[C:6]([NH2:8])[CH:7]=1.C(Cl)CCl.C1C=CC2N([OH:23])N=NC=2C=1.[CH3:24][CH2:25][N:26]([CH:30](C)C)[CH:27](C)C. Product: [NH2:8][C:6]1[CH:5]=[C:4]([NH:9][C:24](=[O:23])[CH2:25][N:26]([CH3:30])[CH3:27])[CH:3]=[C:2]([Cl:1])[CH:7]=1. The catalyst class is: 2. (6) Reactant: [CH3:1][O:2][C:3]1[CH:4]=[C:5]2[CH:11]=[CH:10][NH:9][C:6]2=[N:7][CH:8]=1.[N+:12]([C:15]1[CH:16]=[C:17]([CH:20]=[CH:21][CH:22]=1)[CH:18]=[O:19])([O-:14])=[O:13].[OH-].[K+]. Product: [CH3:1][O:2][C:3]1[CH:4]=[C:5]2[C:11]([CH:18]([C:17]3[CH:20]=[CH:21][CH:22]=[C:15]([N+:12]([O-:14])=[O:13])[CH:16]=3)[OH:19])=[CH:10][NH:9][C:6]2=[N:7][CH:8]=1. The catalyst class is: 12.